This data is from Reaction yield outcomes from USPTO patents with 853,638 reactions. The task is: Predict the reaction yield, written as a fraction of the theoretical maximum amount of product (1.0 means a 100% yield; for example, 0.34 means a 34% yield). (1) The reactants are [C:1]1(=[O:7])[CH2:6][CH2:5][CH2:4][CH:3]=[CH:2]1.[CH2:8]([SH:24])[CH2:9][CH2:10][CH2:11][CH2:12][CH2:13][CH2:14][CH2:15][CH2:16][CH2:17][CH2:18][CH2:19][CH2:20][CH2:21][CH2:22][CH3:23]. The catalyst is [OH-].[Na+].C1COCC1. The product is [CH2:8]([S:24][CH:3]1[CH2:4][CH2:5][CH2:6][C:1](=[O:7])[CH2:2]1)[CH2:9][CH2:10][CH2:11][CH2:12][CH2:13][CH2:14][CH2:15][CH2:16][CH2:17][CH2:18][CH2:19][CH2:20][CH2:21][CH2:22][CH3:23]. The yield is 0.700. (2) The reactants are [Br:1][C:2]1[CH:9]=[CH:8][C:7]([CH2:10]O)=[CH:6][C:3]=1[C:4]#[N:5].S(Cl)([Cl:14])=O.CN(C=O)C.C([O-])(O)=O.[Na+]. The catalyst is C(Cl)Cl. The product is [Br:1][C:2]1[CH:9]=[CH:8][C:7]([CH2:10][Cl:14])=[CH:6][C:3]=1[C:4]#[N:5]. The yield is 0.560. (3) The reactants are [N+:1]([C:4]1[CH:5]=[C:6]2[C:10](=[CH:11][CH:12]=1)[NH:9][CH:8]=[CH:7]2)([O-:3])=[O:2].[Al+3].[Cl-].[Cl-].[Cl-].Br[C:18]([CH3:21])([CH3:20])[CH3:19]. The catalyst is C(Cl)Cl. The product is [C:18]([C:7]1[C:6]2[C:10](=[CH:11][CH:12]=[C:4]([N+:1]([O-:3])=[O:2])[CH:5]=2)[NH:9][CH:8]=1)([CH3:21])([CH3:20])[CH3:19]. The yield is 0.310. (4) The reactants are C([O:8][C:9]1[C:14](=[O:15])[CH:13]=[CH:12][N:11]([CH3:16])[C:10]=1[CH:17](OS(C)(=O)=O)[C:18]([F:21])([F:20])[F:19])C1C=CC=CC=1.[H][H]. The catalyst is C(O)C.[Pd]. The product is [OH:8][C:9]1[C:14](=[O:15])[CH:13]=[CH:12][N:11]([CH3:16])[C:10]=1[CH2:17][C:18]([F:21])([F:19])[F:20]. The yield is 0.0970. (5) The reactants are [CH2:1]([N:8]([CH2:13]OC)[Si](C)(C)C)[C:2]1[CH:7]=[CH:6][CH:5]=[CH:4][CH:3]=1.[CH3:16][O:17][C:18](=[O:28])/[CH:19]=[CH:20]/[C:21]1[CH:26]=[CH:25][CH:24]=[C:23]([Br:27])[CH:22]=1.F[C:30](F)(F)C(O)=O. The catalyst is C(Cl)Cl.O. The product is [CH3:16][O:17][C:18]([C@H:19]1[C@H:20]([C:21]2[CH:26]=[CH:25][CH:24]=[C:23]([Br:27])[CH:22]=2)[CH2:13][N:8]([CH2:1][C:2]2[CH:3]=[CH:4][CH:5]=[CH:6][CH:7]=2)[CH2:30]1)=[O:28]. The yield is 0.770. (6) The reactants are [F:1][CH2:2][CH2:3][N:4]1[CH:8]=[C:7](I)[CH:6]=[N:5]1.[C:10]([C:12]1[CH:13]=[C:14]([C:18]2[C:19]([F:24])=[N:20][CH:21]=[CH:22][CH:23]=2)[CH:15]=[CH:16][CH:17]=1)#[CH:11]. The catalyst is CN(C=O)C.Cl[Pd](Cl)([P](C1C=CC=CC=1)(C1C=CC=CC=1)C1C=CC=CC=1)[P](C1C=CC=CC=1)(C1C=CC=CC=1)C1C=CC=CC=1.[Cu](I)I. The product is [F:24][C:19]1[C:18]([C:14]2[CH:15]=[CH:16][CH:17]=[C:12]([C:10]#[C:11][C:7]3[CH:6]=[N:5][N:4]([CH2:3][CH2:2][F:1])[CH:8]=3)[CH:13]=2)=[CH:23][CH:22]=[CH:21][N:20]=1. The yield is 0.760. (7) The reactants are [CH:1]([C:3]1[C:11]2[C:6](=[CH:7][C:8]([Cl:13])=[C:9]([Cl:12])[CH:10]=2)[N:5]([C@@H:14]2[O:28][C@H:27]([CH2:29][O:30]C(C3C=CC(C)=CC=3)=O)[C@@H:16]([O:17]C(C3C=CC(C)=CC=3)=O)[CH2:15]2)[C:4]=1Cl)=[O:2].[CH3:41][O-:42].[Na+].CO.C(Cl)(Cl)Cl. The catalyst is CO. The product is [Cl:12][C:9]1[CH:10]=[C:11]2[C:6](=[CH:7][C:8]=1[Cl:13])[N:5]([C@@H:14]1[O:28][C@H:27]([CH2:16][OH:17])[C@@H:29]([OH:30])[CH2:15]1)[C:4]([O:42][CH3:41])=[C:3]2[CH:1]=[O:2]. The yield is 0.680.